From a dataset of Full USPTO retrosynthesis dataset with 1.9M reactions from patents (1976-2016). Predict the reactants needed to synthesize the given product. (1) Given the product [OH:19][CH:20]([CH:3]1[CH2:4][CH2:5][C:6]2([CH2:7][CH2:8][N:9]([C:12]([O:14][C:15]([CH3:18])([CH3:17])[CH3:16])=[O:13])[CH2:10][CH2:11]2)[C:2]1=[O:1])[CH2:21][CH3:22], predict the reactants needed to synthesize it. The reactants are: [O:1]=[C:2]1[C:6]2([CH2:11][CH2:10][N:9]([C:12]([O:14][C:15]([CH3:18])([CH3:17])[CH3:16])=[O:13])[CH2:8][CH2:7]2)[CH2:5][CH2:4][CH2:3]1.[O:19]1C[CH2:22][CH2:21][CH2:20]1.C([N-]C(C)C)(C)C.[Li+].C(=O)CC.[Cl-].[NH4+]. (2) The reactants are: [OH:1][C:2]1[CH:24]=[CH:23][C:22](I)=[CH:21][C:3]=1[C:4]([NH:6][C:7]1[CH:12]=[C:11]([C:13]([F:16])([F:15])[F:14])[CH:10]=[C:9]([C:17]([F:20])([F:19])[F:18])[CH:8]=1)=[O:5].[S:26]1[CH:30]=[CH:29][C:28](B(O)O)=[CH:27]1. Given the product [OH:1][C:2]1[CH:24]=[CH:23][C:22]([C:28]2[CH:29]=[CH:30][S:26][CH:27]=2)=[CH:21][C:3]=1[C:4]([NH:6][C:7]1[CH:12]=[C:11]([C:13]([F:16])([F:15])[F:14])[CH:10]=[C:9]([C:17]([F:20])([F:19])[F:18])[CH:8]=1)=[O:5], predict the reactants needed to synthesize it. (3) Given the product [Cl:10][C:8]1[CH:9]=[C:4]2[C:5](=[CH:6][CH:7]=1)[NH:11][C:12](=[O:20])[C:13]([C:14](=[O:19])[CH2:15][CH2:16][O:17][CH3:18])=[C:3]2[OH:21], predict the reactants needed to synthesize it. The reactants are: CO[C:3](=[O:21])[C:4]1[CH:9]=[C:8]([Cl:10])[CH:7]=[CH:6][C:5]=1[NH:11][C:12](=[O:20])[CH2:13][C:14](=[O:19])[CH2:15][CH2:16][O:17][CH3:18].C[O-].[Na+].Cl. (4) Given the product [Br:1][C:2]1[CH:7]=[CH:6][CH:5]=[C:4]2[C:3]=1[NH:9][C:13](=[O:14])[C:12]([C:11]([F:19])([F:18])[F:10])=[N:8]2, predict the reactants needed to synthesize it. The reactants are: [Br:1][C:2]1[CH:7]=[CH:6][CH:5]=[C:4]([NH2:8])[C:3]=1[NH2:9].[F:10][C:11]([F:19])([F:18])[C:12](=O)[C:13](OC)=[O:14]. (5) Given the product [CH3:38][N:4]1[C:5]([C:19]2[CH:20]=[CH:21][C:22]([C:25]3[CH:30]=[CH:29][C:28]([C:31]4([C:34]([OH:36])=[O:35])[CH2:33][CH2:32]4)=[CH:27][CH:26]=3)=[CH:23][CH:24]=2)=[C:6]([NH:7][C:8]([O:10][C@@H:11]([C:13]2[CH:14]=[CH:15][CH:16]=[CH:17][CH:18]=2)[CH3:12])=[O:9])[N:2]=[N:3]1, predict the reactants needed to synthesize it. The reactants are: C[N:2]1[C:6]([NH:7][C:8]([O:10][C@@H:11]([C:13]2[CH:18]=[CH:17][CH:16]=[CH:15][CH:14]=2)[CH3:12])=[O:9])=[C:5]([C:19]2[CH:24]=[CH:23][C:22]([C:25]3[CH:30]=[CH:29][C:28]([C:31]4([C:34]([OH:36])=[O:35])[CH2:33][CH2:32]4)=[CH:27][CH:26]=3)=[CH:21][CH:20]=2)[N:4]=[N:3]1.Br[C:38]1C=CC(C2N(C)N=NC=2C(O)=O)=CC=1. (6) Given the product [CH2:31]([O:30][C:14]1[CH:15]=[C:16]([O:22][CH2:23][C:24]2[CH:29]=[CH:28][CH:27]=[CH:26][CH:25]=2)[C:17]([CH:19]([CH3:21])[CH3:20])=[CH:18][C:13]=1[C:12]1[O:11][N:10]=[C:9]([C:38]([NH:40][CH2:41][CH3:42])=[O:39])[C:8]=1[C:6]1[O:5][N:4]=[C:3]([CH2:2][NH:1][C:43](=[O:46])[CH2:44][CH3:45])[CH:7]=1)[C:32]1[CH:37]=[CH:36][CH:35]=[CH:34][CH:33]=1, predict the reactants needed to synthesize it. The reactants are: [NH2:1][CH2:2][C:3]1[CH:7]=[C:6]([C:8]2[C:9]([C:38]([NH:40][CH2:41][CH3:42])=[O:39])=[N:10][O:11][C:12]=2[C:13]2[CH:18]=[C:17]([CH:19]([CH3:21])[CH3:20])[C:16]([O:22][CH2:23][C:24]3[CH:29]=[CH:28][CH:27]=[CH:26][CH:25]=3)=[CH:15][C:14]=2[O:30][CH2:31][C:32]2[CH:37]=[CH:36][CH:35]=[CH:34][CH:33]=2)[O:5][N:4]=1.[C:43](O[C:43](=[O:46])[CH2:44][CH3:45])(=[O:46])[CH2:44][CH3:45]. (7) The reactants are: [Cl:1][C:2]1[CH:7]=[CH:6][CH:5]=[CH:4][C:3]=1[S:8](N1CCN(C2C(Cl)=CN=CC=2Cl)CC1)(=[O:10])=[O:9].[Cl:25]C1C=NC=C(Cl)C=1N1CCNCC1. Given the product [Cl:1][C:2]1[CH:7]=[CH:6][CH:5]=[CH:4][C:3]=1[S:8]([Cl:25])(=[O:10])=[O:9], predict the reactants needed to synthesize it.